This data is from Peptide-MHC class I binding affinity with 185,985 pairs from IEDB/IMGT. The task is: Regression. Given a peptide amino acid sequence and an MHC pseudo amino acid sequence, predict their binding affinity value. This is MHC class I binding data. (1) The peptide sequence is GPSHKARVL. The MHC is HLA-A02:03 with pseudo-sequence HLA-A02:03. The binding affinity (normalized) is 0. (2) The peptide sequence is REPSGSDI. The MHC is Mamu-B01 with pseudo-sequence Mamu-B01. The binding affinity (normalized) is 0.